From a dataset of Reaction yield outcomes from USPTO patents with 853,638 reactions. Predict the reaction yield, written as a fraction of the theoretical maximum amount of product (1.0 means a 100% yield; for example, 0.34 means a 34% yield). (1) The reactants are [Cl:1][C:2]1[CH:10]=[CH:9][CH:8]=[C:7]([Cl:11])[C:3]=1[C:4]([OH:6])=[O:5].[CH3:12]OC(=O)OC.N12CCCN=C1CCCCC2. The catalyst is C(OCC)(=O)C.O. The product is [Cl:1][C:2]1[CH:10]=[CH:9][CH:8]=[C:7]([Cl:11])[C:3]=1[C:4]([O:6][CH3:12])=[O:5]. The yield is 0.860. (2) The reactants are O.[OH-].[Li+].[CH3:4][O:5][C:6]1[CH:11]=[CH:10][C:9]([C:12]2[N:17]=[C:16]([C:18]([O:20]C)=[O:19])[C:15]([C:22]#[C:23][Si](C)(C)C)=[CH:14][CH:13]=2)=[C:8]([CH3:28])[C:7]=1[CH:29]1[C:42]2[C:41](=[O:43])[CH2:40][C:39]([CH3:45])([CH3:44])[CH2:38][C:37]=2[O:36][C:35]2[CH2:34][C:33]([CH3:47])([CH3:46])[CH2:32][C:31](=[O:48])[C:30]1=2.Cl. The catalyst is C1COCC1.O. The product is [C:22]([C:15]1[C:16]([C:18]([OH:20])=[O:19])=[N:17][C:12]([C:9]2[CH:10]=[CH:11][C:6]([O:5][CH3:4])=[C:7]([CH:29]3[C:30]4[C:31](=[O:48])[CH2:32][C:33]([CH3:46])([CH3:47])[CH2:34][C:35]=4[O:36][C:37]4[CH2:38][C:39]([CH3:44])([CH3:45])[CH2:40][C:41](=[O:43])[C:42]3=4)[C:8]=2[CH3:28])=[CH:13][CH:14]=1)#[CH:23]. The yield is 0.890. (3) The reactants are [OH:1][C:2]1[C:3]2[C:7]([CH:8]=[C:9]([C:11]([O:13][CH3:14])=[O:12])[CH:10]=1)=[N:6][N:5]([CH3:15])[CH:4]=2.Br[C:17]1[N:18]=[CH:19][C:20]([N:23]([CH3:27])[C:24](=[O:26])[CH3:25])=[N:21][CH:22]=1.C(=O)([O-])[O-].[K+].[K+].CC(C)(C(=O)CC(=O)C(C)(C)C)C. The catalyst is CN(C)C=O.[Cu](Cl)Cl. The product is [CH3:15][N:5]1[CH:4]=[C:3]2[C:7]([CH:8]=[C:9]([C:11]([O:13][CH3:14])=[O:12])[CH:10]=[C:2]2[O:1][C:17]2[CH:22]=[N:21][C:20]([N:23]([CH3:27])[C:24](=[O:26])[CH3:25])=[CH:19][N:18]=2)=[N:6]1. The yield is 0.470.